From a dataset of Full USPTO retrosynthesis dataset with 1.9M reactions from patents (1976-2016). Predict the reactants needed to synthesize the given product. Given the product [C:1]([O:5][C:6](=[O:23])[N:7]([C:8]1[S:9][CH:10]=[CH:11][C@:12]([C:15]2[CH:20]=[C:19]([Br:21])[CH:18]=[CH:17][C:16]=2[F:22])([CH3:14])[N:13]=1)[CH2:36][C:35]1[CH:38]=[CH:39][C:32]([O:31][CH3:30])=[CH:33][CH:34]=1)([CH3:2])([CH3:3])[CH3:4], predict the reactants needed to synthesize it. The reactants are: [C:1]([O:5][C:6](=[O:23])[NH:7][C:8]1[S:9][CH:10]=[CH:11][C@:12]([C:15]2[CH:20]=[C:19]([Br:21])[CH:18]=[CH:17][C:16]=2[F:22])([CH3:14])[N:13]=1)([CH3:4])([CH3:3])[CH3:2].C(=O)([O-])[O-].[K+].[K+].[CH3:30][O:31][C:32]1[CH:39]=[CH:38][C:35]([CH2:36]Cl)=[CH:34][CH:33]=1.